This data is from Merck oncology drug combination screen with 23,052 pairs across 39 cell lines. The task is: Regression. Given two drug SMILES strings and cell line genomic features, predict the synergy score measuring deviation from expected non-interaction effect. (1) Drug 1: CN1C(=O)C=CC2(C)C3CCC4(C)C(NC(=O)OCC(F)(F)F)CCC4C3CCC12. Drug 2: CCc1c2c(nc3ccc(O)cc13)-c1cc3c(c(=O)n1C2)COC(=O)C3(O)CC. Cell line: ES2. Synergy scores: synergy=-6.95. (2) Drug 1: COC12C(COC(N)=O)C3=C(C(=O)C(C)=C(N)C3=O)N1CC1NC12. Drug 2: O=C(O)C1(Cc2cccc(Nc3nccs3)n2)CCC(Oc2cccc(Cl)c2F)CC1. Cell line: SW837. Synergy scores: synergy=-4.28. (3) Drug 1: N#Cc1ccc(Cn2cncc2CN2CCN(c3cccc(Cl)c3)C(=O)C2)cc1. Drug 2: CCc1c2c(nc3ccc(O)cc13)-c1cc3c(c(=O)n1C2)COC(=O)C3(O)CC. Cell line: ZR751. Synergy scores: synergy=13.9. (4) Drug 1: CCC1(O)CC2CN(CCc3c([nH]c4ccccc34)C(C(=O)OC)(c3cc4c(cc3OC)N(C)C3C(O)(C(=O)OC)C(OC(C)=O)C5(CC)C=CCN6CCC43C65)C2)C1. Drug 2: CCN(CC)CCNC(=O)c1c(C)[nH]c(C=C2C(=O)Nc3ccc(F)cc32)c1C. Cell line: KPL1. Synergy scores: synergy=14.7. (5) Drug 1: CCC1(O)CC2CN(CCc3c([nH]c4ccccc34)C(C(=O)OC)(c3cc4c(cc3OC)N(C)C3C(O)(C(=O)OC)C(OC(C)=O)C5(CC)C=CCN6CCC43C65)C2)C1. Drug 2: COC1=C2CC(C)CC(OC)C(O)C(C)C=C(C)C(OC(N)=O)C(OC)C=CC=C(C)C(=O)NC(=CC1=O)C2=O. Cell line: ES2. Synergy scores: synergy=0.420. (6) Drug 1: O=C(NOCC(O)CO)c1ccc(F)c(F)c1Nc1ccc(I)cc1F. Drug 2: CC(C)CC(NC(=O)C(Cc1ccccc1)NC(=O)c1cnccn1)B(O)O. Cell line: MSTO. Synergy scores: synergy=78.6.